This data is from NCI-60 drug combinations with 297,098 pairs across 59 cell lines. The task is: Regression. Given two drug SMILES strings and cell line genomic features, predict the synergy score measuring deviation from expected non-interaction effect. (1) Drug 2: CN(CC1=CN=C2C(=N1)C(=NC(=N2)N)N)C3=CC=C(C=C3)C(=O)NC(CCC(=O)O)C(=O)O. Drug 1: CCCS(=O)(=O)NC1=C(C(=C(C=C1)F)C(=O)C2=CNC3=C2C=C(C=N3)C4=CC=C(C=C4)Cl)F. Synergy scores: CSS=34.6, Synergy_ZIP=1.43, Synergy_Bliss=4.17, Synergy_Loewe=-29.4, Synergy_HSA=4.51. Cell line: SF-539. (2) Synergy scores: CSS=4.17, Synergy_ZIP=0.746, Synergy_Bliss=3.88, Synergy_Loewe=2.60, Synergy_HSA=2.22. Drug 2: CC1=C2C(C(=O)C3(C(CC4C(C3C(C(C2(C)C)(CC1OC(=O)C(C(C5=CC=CC=C5)NC(=O)OC(C)(C)C)O)O)OC(=O)C6=CC=CC=C6)(CO4)OC(=O)C)O)C)O. Cell line: NCI/ADR-RES. Drug 1: C1CCC(C1)C(CC#N)N2C=C(C=N2)C3=C4C=CNC4=NC=N3.